This data is from Catalyst prediction with 721,799 reactions and 888 catalyst types from USPTO. The task is: Predict which catalyst facilitates the given reaction. (1) Reactant: [H-].[Na+].C(OP([CH:11]([CH2:17][C:18]([O:20][C:21]([CH3:24])([CH3:23])[CH3:22])=[O:19])[C:12]([O:14][CH2:15][CH3:16])=[O:13])(OCC)=O)C.[O:25]1[CH:29]=[CH:28][CH:27]=[C:26]1[CH:30]=O. Product: [O:25]1[CH:29]=[CH:28][CH:27]=[C:26]1/[CH:30]=[C:11](\[CH2:17][C:18]([O:20][C:21]([CH3:22])([CH3:23])[CH3:24])=[O:19])/[C:12]([O:14][CH2:15][CH3:16])=[O:13]. The catalyst class is: 7. (2) Reactant: O[C:2]1([C:12]([O:14]CC)=[O:13])[C:6]2[C:7](=[O:11])[NH:8][CH2:9][CH2:10][C:5]=2[O:4][CH2:3]1.Cl. Product: [O:11]=[C:7]1[C:6]2[C:2]([C:12]([OH:14])=[O:13])=[CH:3][O:4][C:5]=2[CH2:10][CH2:9][NH:8]1. The catalyst class is: 7. (3) Reactant: C(O[C:6](=O)[N:7]([C@H:9]1[CH2:14][CH2:13][C@H:12]([CH2:15][CH2:16][CH2:17][CH2:18][C:19](=[O:25])[N:20]([CH2:23][CH3:24])[CH2:21][CH3:22])[CH2:11][CH2:10]1)C)(C)(C)C.[ClH:27]. Product: [ClH:27].[CH2:23]([N:20]([CH2:21][CH3:22])[C:19](=[O:25])[CH2:18][CH2:17][CH2:16][CH2:15][C@H:12]1[CH2:11][CH2:10][C@H:9]([NH:7][CH3:6])[CH2:14][CH2:13]1)[CH3:24]. The catalyst class is: 440. (4) Reactant: [CH3:1][CH:2]1[CH2:7][CH2:6][CH2:5][CH2:4][CH:3]1[NH:8][C:9]1[C:10]2[N:11]([CH:17]=[CH:18][CH:19]=2)[N:12]=[CH:13][C:14]=1[C:15]#[N:16].[NH4+].[OH-:21].OO. Product: [CH3:1][CH:2]1[CH2:7][CH2:6][CH2:5][CH2:4][CH:3]1[NH:8][C:9]1[C:10]2[N:11]([CH:17]=[CH:18][CH:19]=2)[N:12]=[CH:13][C:14]=1[C:15]([NH2:16])=[O:21]. The catalyst class is: 14. (5) Reactant: [Br:1][C:2]1[C:10]2[N:9]=[C:8]([C:11]([F:14])([F:13])[F:12])[N:7]([CH2:15][C:16]3[CH:21]=[CH:20][CH:19]=[C:18]([Cl:22])[C:17]=3[CH3:23])[C:6]=2[CH:5]=[C:4]([NH2:24])[CH:3]=1.[OH-].[Na+].Br[CH2:28][CH2:29][O:30][CH2:31][CH2:32]Br. Product: [Br:1][C:2]1[C:10]2[N:9]=[C:8]([C:11]([F:14])([F:13])[F:12])[N:7]([CH2:15][C:16]3[CH:21]=[CH:20][CH:19]=[C:18]([Cl:22])[C:17]=3[CH3:23])[C:6]=2[CH:5]=[C:4]([N:24]2[CH2:32][CH2:31][O:30][CH2:29][CH2:28]2)[CH:3]=1. The catalyst class is: 682.